Dataset: Full USPTO retrosynthesis dataset with 1.9M reactions from patents (1976-2016). Task: Predict the reactants needed to synthesize the given product. Given the product [CH:18]([O:7][C:8]1[C:9]([CH3:17])=[C:10]([CH:14]=[CH:15][CH:16]=1)[C:11]([O:13][CH:26]([CH3:27])[CH3:1])=[O:12])([CH3:20])[CH3:19], predict the reactants needed to synthesize it. The reactants are: [C:1](=O)([O-])[O-].[Cs+].[Cs+].[OH:7][C:8]1[C:9]([CH3:17])=[C:10]([CH:14]=[CH:15][CH:16]=1)[C:11]([OH:13])=[O:12].[CH:18](I)([CH3:20])[CH3:19].O1[CH2:27][CH2:26]OCC1.